Dataset: Catalyst prediction with 721,799 reactions and 888 catalyst types from USPTO. Task: Predict which catalyst facilitates the given reaction. (1) Reactant: [H-].[Na+].[CH2:3]([OH:6])[C:4]#[CH:5].[Cl:7][C:8]1[CH:9]=[C:10]([F:15])[C:11](F)=[N:12][CH:13]=1.O. Product: [Cl:7][C:8]1[CH:9]=[C:10]([F:15])[C:11]([O:6][CH2:3][C:4]#[CH:5])=[N:12][CH:13]=1. The catalyst class is: 7. (2) Reactant: [C:1]([O:5][C:6]([NH:8][C@H:9]([C:14]([OH:16])=[O:15])[C:10]([CH3:13])([CH3:12])[CH3:11])=[O:7])([CH3:4])([CH3:3])[CH3:2].[CH2:17](Br)[C:18]1[CH:23]=[CH:22][CH:21]=[CH:20][CH:19]=1.C1CCN2C(=NCCC2)CC1. Product: [CH2:17]([O:15][C:14](=[O:16])[C@H:9]([C:10]([CH3:13])([CH3:12])[CH3:11])[NH:8][C:6]([O:5][C:1]([CH3:4])([CH3:2])[CH3:3])=[O:7])[C:18]1[CH:23]=[CH:22][CH:21]=[CH:20][CH:19]=1. The catalyst class is: 23. (3) Reactant: [C:1]1([C:7]2[C:8](=[O:33])[NH:9][C:10](=[O:32])[N:11]([CH2:13][CH2:14][CH2:15][N:16]3[CH2:21][CH:20]4[C@:18]([C:22]5[CH:27]=[CH:26][C:25]([C:28]([F:31])([F:30])[F:29])=[CH:24][CH:23]=5)([CH2:19]4)[CH2:17]3)[N:12]=2)[CH:6]=[CH:5][CH:4]=[CH:3][CH:2]=1.[ClH:34]. Product: [ClH:34].[C:1]1([C:7]2[C:8](=[O:33])[NH:9][C:10](=[O:32])[N:11]([CH2:13][CH2:14][CH2:15][N:16]3[CH2:21][C@H:20]4[C@:18]([C:22]5[CH:23]=[CH:24][C:25]([C:28]([F:30])([F:31])[F:29])=[CH:26][CH:27]=5)([CH2:19]4)[CH2:17]3)[N:12]=2)[CH:2]=[CH:3][CH:4]=[CH:5][CH:6]=1. The catalyst class is: 27. (4) Reactant: [O:1]=[C:2]1[CH:7]=[C:6]([CH:8]2[CH2:13][CH2:12][N:11](C(OC(C)(C)C)=O)[CH2:10][CH2:9]2)[N:5]2[N:21]=[C:22]3[N:27]=[C:26]([C:28]4[CH:33]=[CH:32][CH:31]=[CH:30][CH:29]=4)[CH:25]=[CH:24][C:23]3=[C:4]2[NH:3]1.[ClH:34]. Product: [ClH:34].[C:28]1([C:26]2[CH:25]=[CH:24][C:23]3[C:22]([N:27]=2)=[N:21][N:5]2[C:6]([CH:8]4[CH2:9][CH2:10][NH:11][CH2:12][CH2:13]4)=[CH:7][C:2](=[O:1])[NH:3][C:4]=32)[CH:29]=[CH:30][CH:31]=[CH:32][CH:33]=1. The catalyst class is: 71. (5) Product: [NH2:1][C:4]1[CH:12]=[C:11]2[C:7]([CH2:8][O:9][C:10]2=[O:13])=[CH:6][CH:5]=1. The catalyst class is: 693. Reactant: [N+:1]([C:4]1[CH:12]=[C:11]2[C:7]([CH2:8][O:9][C:10]2=[O:13])=[CH:6][CH:5]=1)([O-])=O.C(OCC)(=O)C.C(O)(=O)C.C(=O)(O)[O-].[Na+]. (6) Reactant: Br[C:2]1[CH:3]=[CH:4][C:5](=[O:23])[N:6]([CH2:8][CH2:9][O:10][C:11]2[C:20]3[C:15](=[CH:16][C:17]([O:21][CH3:22])=[CH:18][CH:19]=3)[N:14]=[CH:13][CH:12]=2)[CH:7]=1.[C:24]([NH2:32])(=[O:31])[C:25]1[CH:30]=[CH:29][CH:28]=[CH:27][CH:26]=1.C(=O)([O-])[O-].[Cs+].[Cs+]. Product: [CH3:22][O:21][C:17]1[CH:16]=[C:15]2[C:20]([C:11]([O:10][CH2:9][CH2:8][N:6]3[C:5](=[O:23])[CH:4]=[CH:3][C:2]([NH:32][C:24](=[O:31])[C:25]4[CH:30]=[CH:29][CH:28]=[CH:27][CH:26]=4)=[CH:7]3)=[CH:12][CH:13]=[N:14]2)=[CH:19][CH:18]=1. The catalyst class is: 432.